Task: Predict the reaction yield, written as a fraction of the theoretical maximum amount of product (1.0 means a 100% yield; for example, 0.34 means a 34% yield).. Dataset: Reaction yield outcomes from USPTO patents with 853,638 reactions (1) The reactants are Cl.[F:2][C:3]1[CH:8]=[C:7]([C:9]([F:12])([F:11])[F:10])[CH:6]=[CH:5][C:4]=1[CH:13]1[CH2:18][CH:17]([C:19]([O:21][CH3:22])=[O:20])[CH2:16][CH2:15][NH:14]1.CCN(C(C)C)C(C)C.[C:32](Cl)(=[O:35])[O:33][CH3:34]. The catalyst is C(Cl)Cl. The product is [F:2][C:3]1[CH:8]=[C:7]([C:9]([F:12])([F:10])[F:11])[CH:6]=[CH:5][C:4]=1[CH:13]1[CH2:18][CH:17]([C:19]([O:21][CH3:22])=[O:20])[CH2:16][CH2:15][N:14]1[C:32]([O:33][CH3:34])=[O:35]. The yield is 0.910. (2) The reactants are O.[OH-].[Li+].[C:4]([O:8][C:9]([NH:11][C:12]1([C:25]([O:27]C)=[O:26])[CH2:17][CH2:16][N:15]([C:18]([O:20][C:21]([CH3:24])([CH3:23])[CH3:22])=[O:19])[CH2:14][CH2:13]1)=[O:10])([CH3:7])([CH3:6])[CH3:5]. The catalyst is O.C1COCC1.CO.CCOC(C)=O. The product is [C:21]([O:20][C:18]([N:15]1[CH2:14][CH2:13][C:12]([NH:11][C:9]([O:8][C:4]([CH3:7])([CH3:6])[CH3:5])=[O:10])([C:25]([OH:27])=[O:26])[CH2:17][CH2:16]1)=[O:19])([CH3:24])([CH3:23])[CH3:22]. The yield is 0.780.